The task is: Predict the reactants needed to synthesize the given product.. This data is from Full USPTO retrosynthesis dataset with 1.9M reactions from patents (1976-2016). Given the product [O:4]([CH2:3][CH:2]([Cl:5])[Cl:1])[S:6]([C:9]([F:12])([F:11])[F:10])(=[O:8])=[O:7], predict the reactants needed to synthesize it. The reactants are: [Cl:1][CH:2]([Cl:5])[CH2:3][OH:4].[S:6](O[S:6]([C:9]([F:12])([F:11])[F:10])(=[O:8])=[O:7])([C:9]([F:12])([F:11])[F:10])(=[O:8])=[O:7].